Dataset: Catalyst prediction with 721,799 reactions and 888 catalyst types from USPTO. Task: Predict which catalyst facilitates the given reaction. Reactant: F[C:2]1[N:7]=[CH:6][C:5]([CH:8]([N:10]2[CH2:15][CH2:14][O:13][CH2:12][CH2:11]2)[CH3:9])=[CH:4][C:3]=1[C:16]1[CH:21]=[C:20]([S:22][CH3:23])[N:19]=[C:18]([CH3:24])[N:17]=1.[NH2:25][C:26]1[CH:27]=[C:28]([NH:33][S:34]([CH3:37])(=[O:36])=[O:35])[C:29]([Cl:32])=[N:30][CH:31]=1.C[Si]([N-][Si](C)(C)C)(C)C.[Na+]. Product: [Cl:32][C:29]1[C:28]([NH:33][S:34]([CH3:37])(=[O:36])=[O:35])=[CH:27][C:26]([NH:25][C:2]2[C:3]([C:16]3[CH:21]=[C:20]([S:22][CH3:23])[N:19]=[C:18]([CH3:24])[N:17]=3)=[CH:4][C:5]([CH:8]([N:10]3[CH2:15][CH2:14][O:13][CH2:12][CH2:11]3)[CH3:9])=[CH:6][N:7]=2)=[CH:31][N:30]=1. The catalyst class is: 1.